From a dataset of Reaction yield outcomes from USPTO patents with 853,638 reactions. Predict the reaction yield, written as a fraction of the theoretical maximum amount of product (1.0 means a 100% yield; for example, 0.34 means a 34% yield). (1) The reactants are [CH3:1][C:2]([NH2:11])([CH3:10])[CH2:3][N:4]1[CH2:9][CH2:8][O:7][CH2:6][CH2:5]1.[C:12](O[C:12]([O:14][C:15]([CH3:18])([CH3:17])[CH3:16])=[O:13])([O:14][C:15]([CH3:18])([CH3:17])[CH3:16])=[O:13]. The catalyst is O1CCCC1. The product is [CH3:10][C:2]([NH:11][C:12](=[O:13])[O:14][C:15]([CH3:18])([CH3:17])[CH3:16])([CH3:1])[CH2:3][N:4]1[CH2:5][CH2:6][O:7][CH2:8][CH2:9]1. The yield is 0.910. (2) The reactants are [O:1]=[C:2]1[C:10]2[C:5](=[CH:6][CH:7]=[C:8]([C:11]([OH:13])=[O:12])[CH:9]=2)[CH2:4][CH2:3]1.[Si](C=[N+]=[N-])(C)(C)[CH3:15]. The catalyst is C(Cl)Cl.CO. The product is [O:1]=[C:2]1[C:10]2[C:5](=[CH:6][CH:7]=[C:8]([C:11]([O:13][CH3:15])=[O:12])[CH:9]=2)[CH2:4][CH2:3]1. The yield is 0.610. (3) The reactants are [Cl:1][C:2]1[N:7]=[C:6]([NH:8][CH2:9][CH2:10][CH2:11][OH:12])[C:5]([C:13]([F:16])([F:15])[F:14])=[CH:4][CH:3]=1.O[C:18]1[CH:19]=[C:20]2[C:24](=[CH:25][CH:26]=1)[C@H:23]([CH2:27][C:28]([O:30][CH2:31][CH3:32])=[O:29])[CH2:22][CH2:21]2.C1(P(C2C=CC=CC=2)C2C=CC=CC=2)C=CC=CC=1.N(C(N1CCCCC1)=O)=NC(N1CCCCC1)=O. The catalyst is C1COCC1. The product is [Cl:1][C:2]1[N:7]=[C:6]([NH:8][CH2:9][CH2:10][CH2:11][O:12][C:18]2[CH:19]=[C:20]3[C:24](=[CH:25][CH:26]=2)[C@H:23]([CH2:27][C:28]([O:30][CH2:31][CH3:32])=[O:29])[CH2:22][CH2:21]3)[C:5]([C:13]([F:16])([F:14])[F:15])=[CH:4][CH:3]=1. The yield is 0.620. (4) The reactants are Cl[C:2](Cl)([O:4]C(=O)OC(Cl)(Cl)Cl)Cl.[NH2:13][CH2:14][CH:15]([OH:32])[CH2:16][N:17]1[C:29]2[CH:28]=[CH:27][C:26]([Br:30])=[CH:25][C:24]=2[C:23]2[C:18]1=[CH:19][CH:20]=[C:21]([Br:31])[CH:22]=2.CCN(CC)CC.C(Cl)Cl.CCOC(C)=O. The catalyst is C(Cl)Cl. The product is [Br:31][C:21]1[CH:20]=[CH:19][C:18]2[N:17]([CH2:16][CH:15]3[O:32][C:2](=[O:4])[NH:13][CH2:14]3)[C:29]3[C:24]([C:23]=2[CH:22]=1)=[CH:25][C:26]([Br:30])=[CH:27][CH:28]=3. The yield is 0.200. (5) The reactants are Cl[C:2]1[CH:7]=[CH:6][N:5]=[C:4]([C:8]2[C:12]3[C:13]([NH:17][CH:18]4[CH2:23][CH2:22][O:21][CH2:20][CH2:19]4)=[N:14][CH:15]=[CH:16][C:11]=3[N:10](CC3C=CC(OC)=CC=3)[N:9]=2)[CH:3]=1.C[O:34][C:35]1C=CC(CN2C3C=CN=C(NC4CCOCC4)C=3C([Sn](C)(C)C)=N2)=C[CH:36]=1.BrC1C=C(Cl)C=CN=1.[Li+].[Cl-]. The catalyst is [Cu]I.C1C=CC([P]([Pd]([P](C2C=CC=CC=2)(C2C=CC=CC=2)C2C=CC=CC=2)([P](C2C=CC=CC=2)(C2C=CC=CC=2)C2C=CC=CC=2)[P](C2C=CC=CC=2)(C2C=CC=CC=2)C2C=CC=CC=2)(C2C=CC=CC=2)C2C=CC=CC=2)=CC=1.C1COCC1. The product is [CH2:35]([O:34][C:2]1[CH:7]=[CH:6][N:5]=[C:4]([C:8]2[C:12]3[C:13]([NH:17][CH:18]4[CH2:19][CH2:20][O:21][CH2:22][CH2:23]4)=[N:14][CH:15]=[CH:16][C:11]=3[NH:10][N:9]=2)[CH:3]=1)[CH3:36]. The yield is 0.520. (6) The reactants are [Cl:1][C:2]1[CH:7]=[CH:6][C:5]([CH:8]2[CH2:14][CH2:13][N:12]([CH3:15])[C:11](=[O:16])[C:10]3[S:17][C:18](I)=[CH:19][C:9]2=3)=[CH:4][CH:3]=1.C(=O)([O-])[O-].[Cs+].[Cs+].[NH:27]1[CH2:32][CH2:31][O:30][CH2:29][CH2:28]1. The catalyst is C1(C)C=CC=CC=1.C1C=CC(/C=C/C(/C=C/C2C=CC=CC=2)=O)=CC=1.C1C=CC(/C=C/C(/C=C/C2C=CC=CC=2)=O)=CC=1.[Pd]. The product is [Cl:1][C:2]1[CH:7]=[CH:6][C:5]([CH:8]2[CH2:14][CH2:13][N:12]([CH3:15])[C:11](=[O:16])[C:10]3[S:17][C:18]([N:27]4[CH2:32][CH2:31][O:30][CH2:29][CH2:28]4)=[CH:19][C:9]2=3)=[CH:4][CH:3]=1. The yield is 0.179. (7) The reactants are [C:1](=[O:16])([O:14][CH3:15])[O:2][C:3]1[CH:8]=[CH:7][C:6]([F:9])=[CH:5][C:4]=1[C:10]([CH3:13])([CH3:12])[CH3:11].[N+:17]([O-:20])([OH:19])=[O:18]. The catalyst is OS(O)(=O)=O. The product is [C:1](=[O:16])([O:14][CH3:15])[O:2][C:3]1[CH:8]=[C:7]([N+:17]([O-:19])=[O:18])[C:6]([F:9])=[CH:5][C:4]=1[C:10]([CH3:11])([CH3:12])[CH3:13].[C:1](=[O:16])([O:14][CH3:15])[O:2][C:3]1[C:8]([N+:17]([O-:20])=[O:18])=[CH:7][C:6]([F:9])=[CH:5][C:4]=1[C:10]([CH3:11])([CH3:12])[CH3:13]. The yield is 0.550.